Dataset: Catalyst prediction with 721,799 reactions and 888 catalyst types from USPTO. Task: Predict which catalyst facilitates the given reaction. (1) Reactant: [Mg].[F:2][C:3]([F:27])([F:26])[O:4][C:5]1[CH:10]=[CH:9][C:8]([C@H:11]2[CH2:16][CH2:15][C@H:14]([C@H:17]3[CH2:22][CH2:21][C@H:20]([CH2:23][CH2:24]Cl)[CH2:19][CH2:18]3)[CH2:13][CH2:12]2)=[CH:7][CH:6]=1.[CH3:28][O:29][Si:30](OC)([O:33][CH3:34])[O:31][CH3:32]. Product: [F:2][C:3]([F:27])([F:26])[O:4][C:5]1[CH:10]=[CH:9][C:8]([C@H:11]2[CH2:16][CH2:15][C@H:14]([C@H:17]3[CH2:22][CH2:21][C@H:20]([CH2:23][CH2:24][Si:30]([O:33][CH3:34])([O:31][CH3:32])[O:29][CH3:28])[CH2:19][CH2:18]3)[CH2:13][CH2:12]2)=[CH:7][CH:6]=1. The catalyst class is: 1. (2) Reactant: [Cl:1][C:2]1[C:10]2[C:5](=[CH:6][C:7]([S:11]([NH:14][C@H:15]3[CH2:19][CH2:18][N:17]([C:20]4[CH:21]=[C:22]5[C:26](=[CH:27][CH:28]=4)[CH:25]([N:29]([CH3:36])[C:30](=[O:35])[C:31]([F:34])([F:33])[F:32])[CH2:24][CH2:23]5)[C:16]3=[O:37])(=[O:13])=[O:12])=[CH:8][CH:9]=2)[N:4]([Si](C(C)C)(C(C)C)C(C)C)[CH:3]=1.O.[F-].C([N+](CC)(CC)CC)C.[Cl-].[NH4+].O. Product: [Cl:1][C:2]1[C:10]2[C:5](=[CH:6][C:7]([S:11]([NH:14][C@H:15]3[CH2:19][CH2:18][N:17]([C:20]4[CH:21]=[C:22]5[C:26](=[CH:27][CH:28]=4)[CH:25]([N:29]([CH3:36])[C:30](=[O:35])[C:31]([F:34])([F:32])[F:33])[CH2:24][CH2:23]5)[C:16]3=[O:37])(=[O:13])=[O:12])=[CH:8][CH:9]=2)[NH:4][CH:3]=1. The catalyst class is: 559. (3) Reactant: [F:1][C:2]1[CH:26]=[CH:25][C:5]2[N:6]=[C:7]([NH:15][C:16]3[CH:17]=[C:18]([CH:21]=[CH:22][C:23]=3[CH3:24])[C:19]#[N:20])[C:8]3[CH:9]=[CH:10][NH:11][C:12](=[O:14])[C:13]=3[C:4]=2[CH:3]=1.[H-].[Al+3].[Li+].[H-].[H-].[H-]. Product: [NH2:20][CH2:19][C:18]1[CH:21]=[CH:22][C:23]([CH3:24])=[C:16]([NH:15][C:7]2[C:8]3[CH:9]=[CH:10][NH:11][C:12](=[O:14])[C:13]=3[C:4]3[CH:3]=[C:2]([F:1])[CH:26]=[CH:25][C:5]=3[N:6]=2)[CH:17]=1. The catalyst class is: 1. (4) Reactant: [C:1]([O:5][C:6](=[O:18])[NH:7][CH:8]([CH2:16][OH:17])[CH2:9][C:10]1[CH:15]=[CH:14][CH:13]=[CH:12][CH:11]=1)([CH3:4])([CH3:3])[CH3:2].C(N(CC)CC)C.CN(C1C=CC=CN=1)C.[C:35]1([CH3:45])[CH:40]=[CH:39][C:38]([S:41](Cl)(=[O:43])=[O:42])=[CH:37][CH:36]=1.Cl. Product: [C:1]([O:5][C:6]([NH:7][CH:8]([CH2:9][C:10]1[CH:15]=[CH:14][CH:13]=[CH:12][CH:11]=1)[CH2:16][O:17][S:41]([C:38]1[CH:39]=[CH:40][C:35]([CH3:45])=[CH:36][CH:37]=1)(=[O:43])=[O:42])=[O:18])([CH3:3])([CH3:2])[CH3:4]. The catalyst class is: 4. (5) Reactant: C([Li])CCC.[Cl:6][C:7]1[CH:8]=[C:9]2[C:13](=[CH:14][C:15]=1[F:16])[NH:12][CH:11]=[CH:10]2.[C:17](=[O:19])=[O:18].O. Product: [Cl:6][C:7]1[CH:8]=[C:9]2[C:13](=[C:14]([C:17]([OH:19])=[O:18])[C:15]=1[F:16])[NH:12][CH:11]=[CH:10]2. The catalyst class is: 323. (6) Reactant: C(OC([N:8]1[C:16]2[C:11](=[CH:12][C:13]([F:17])=[CH:14][CH:15]=2)[C:10]([C:18]([C:21]([O:23][CH3:24])=[O:22])([CH3:20])[CH3:19])=[CH:9]1)=O)(C)(C)C.C([O-])([O-])=O.[K+].[K+]. Product: [CH3:24][O:23][C:21](=[O:22])[C:18]([C:10]1[C:11]2[C:16](=[CH:15][CH:14]=[C:13]([F:17])[CH:12]=2)[NH:8][CH:9]=1)([CH3:20])[CH3:19]. The catalyst class is: 430. (7) Reactant: [O:1]([C:8]1[CH:9]=[C:10]([C:14]2[CH:18]=[C:17]([CH2:19][CH2:20][CH:21]=O)[O:16][N:15]=2)[CH:11]=[CH:12][CH:13]=1)[C:2]1[CH:7]=[CH:6][CH:5]=[CH:4][CH:3]=1.[F:23][C:24]([F:39])([F:38])[C:25]1[CH:37]=[CH:36][CH:35]=[CH:34][C:26]=1[CH2:27][N:28]1[CH2:33][CH2:32][NH:31][CH2:30][CH2:29]1.[BH-](OC(C)=O)(OC(C)=O)OC(C)=O.[Na+]. Product: [O:1]([C:8]1[CH:13]=[CH:12][CH:11]=[C:10]([C:14]2[CH:18]=[C:17]([CH2:19][CH2:20][CH2:21][N:31]3[CH2:30][CH2:29][N:28]([CH2:27][C:26]4[CH:34]=[CH:35][CH:36]=[CH:37][C:25]=4[C:24]([F:38])([F:39])[F:23])[CH2:33][CH2:32]3)[O:16][N:15]=2)[CH:9]=1)[C:2]1[CH:3]=[CH:4][CH:5]=[CH:6][CH:7]=1. The catalyst class is: 2. (8) Reactant: [CH3:1][C:2]1[O:6][C:5]([NH2:7])=[N:4][N:3]=1.[H-].[Na+].[N+](C1C=CC([O:19][C:20]([N:22]2[CH2:25][CH:24]([O:26][C:27]3[CH:32]=[CH:31][C:30]([C:33]4[CH:38]=[CH:37][CH:36]=[CH:35][C:34]=4[F:39])=[CH:29][N:28]=3)[CH2:23]2)=O)=CC=1)([O-])=O. Product: [CH3:1][C:2]1[O:6][C:5]([NH:7][C:20]([N:22]2[CH2:23][CH:24]([O:26][C:27]3[CH:32]=[CH:31][C:30]([C:33]4[CH:38]=[CH:37][CH:36]=[CH:35][C:34]=4[F:39])=[CH:29][N:28]=3)[CH2:25]2)=[O:19])=[N:4][N:3]=1. The catalyst class is: 3. (9) Reactant: [C:1]([CH2:3][C:4]1[CH:22]=[CH:21][CH:20]=[CH:19][C:5]=1[CH2:6][C:7]1[CH:12]=[CH:11][CH:10]=[CH:9][C:8]=1[CH:13]=[CH:14][C:15]([O:17][CH3:18])=[O:16])#[N:2].[C:23](OC(=O)C)(=[O:25])[CH3:24]. Product: [C:23]([NH:2][CH2:1][CH2:3][C:4]1[CH:22]=[CH:21][CH:20]=[CH:19][C:5]=1[CH2:6][C:7]1[CH:12]=[CH:11][CH:10]=[CH:9][C:8]=1[CH2:13][CH2:14][C:15]([O:17][CH3:18])=[O:16])(=[O:25])[CH3:24]. The catalyst class is: 181. (10) Reactant: [CH3:1][O:2][C:3]1[CH:4]=[C:5]2[C:10](=[CH:11][CH:12]=1)[CH:9]=[C:8]([C@H:13]([CH3:17])[C:14]([OH:16])=[O:15])[CH:7]=[CH:6]2.[N+:18]([O:21][CH:22]1[O:29][CH:28]2[CH:24]([O:25][CH2:26][C@@H:27]2O)[CH2:23]1)([O-:20])=[O:19].Cl.CN(C)CCCN=C=NCC. Product: [CH3:1][O:2][C:3]1[CH:4]=[C:5]2[C:10](=[CH:11][CH:12]=1)[CH:9]=[C:8]([C@H:13]([CH3:17])[C:14]([O:16][C@@H:27]1[CH2:26][O:25][CH:24]3[CH:28]1[O:29][CH:22]([O:21][N+:18]([O-:20])=[O:19])[CH2:23]3)=[O:15])[CH:7]=[CH:6]2. The catalyst class is: 4.